This data is from Reaction yield outcomes from USPTO patents with 853,638 reactions. The task is: Predict the reaction yield, written as a fraction of the theoretical maximum amount of product (1.0 means a 100% yield; for example, 0.34 means a 34% yield). (1) The reactants are Cl[CH2:2][CH2:3][CH2:4][N:5]1[C:14]2[C:9](=[CH:10][C:11]([F:16])=[C:12]([F:15])[CH:13]=2)[CH2:8][CH2:7][C:6]1=[O:17].[NH:18]1[CH2:23][CH2:22][CH:21]([CH2:24][CH2:25][O:26][C:27](=[O:32])[C:28]([CH3:31])([CH3:30])[CH3:29])[CH2:20][CH2:19]1.C([O-])([O-])=O.[Cs+].[Cs+].O. The catalyst is CN(C=O)C. The product is [F:16][C:11]1[CH:10]=[C:9]2[C:14](=[CH:13][C:12]=1[F:15])[N:5]([CH2:4][CH2:3][CH2:2][N:18]1[CH2:23][CH2:22][CH:21]([CH2:24][CH2:25][O:26][C:27](=[O:32])[C:28]([CH3:30])([CH3:29])[CH3:31])[CH2:20][CH2:19]1)[C:6](=[O:17])[CH2:7][CH2:8]2. The yield is 0.240. (2) The reactants are [Cl-].F[C:3]1C=CC(C2N=C([Al+]CN)SN=2)=CC=1C(F)(F)F.[Cl-].[F:22][C:23]1[CH:28]=[CH:27][C:26]([C:29]2[N:33]=[C:32]([NH3+:34])[S:31][N:30]=2)=[CH:25][C:24]=1[C:35]([F:38])([F:37])[F:36].CO[C:41](=[O:59])[C:42]1[CH:47]=[CH:46][C:45]([NH:48][C:49]2[CH:54]=[C:53]([O:55][CH:56]3[CH2:58][CH2:57]3)[N:52]=[CH:51][N:50]=2)=[CH:44][CH:43]=1. The catalyst is C1(C)C=CC=CC=1. The product is [CH:58]1([CH2:56][O:55][C:53]2[N:52]=[CH:51][N:50]=[C:49]([NH:48][C:45]3[CH:44]=[CH:43][C:42]([C:41]([NH:34][C:32]4[S:31][N:30]=[C:29]([C:26]5[CH:27]=[CH:28][C:23]([F:22])=[C:24]([C:35]([F:36])([F:37])[F:38])[CH:25]=5)[N:33]=4)=[O:59])=[CH:47][CH:46]=3)[CH:54]=2)[CH2:57][CH2:3]1. The yield is 0.430. (3) The reactants are Cl[C:2]1[N:7]=[C:6]([NH:8][CH2:9][CH:10]2[CH2:14][CH2:13][CH2:12][N:11]2[C:15]([O:17][C:18]([CH3:21])([CH3:20])[CH3:19])=[O:16])[C:5]([F:22])=[CH:4][N:3]=1.[CH3:23][N:24]1[CH2:29][CH2:28][N:27]([C:30]2[N:35]=[CH:34][C:33]([NH2:36])=[CH:32][CH:31]=2)[CH2:26][CH2:25]1.C(O)(C(F)(F)F)=O. The catalyst is CCCCO. The product is [C:18]([O:17][C:15]([N:11]1[CH2:12][CH2:13][CH2:14][CH:10]1[CH2:9][NH:8][C:6]1[C:5]([F:22])=[CH:4][N:3]=[C:2]([NH:36][C:33]2[CH:34]=[N:35][C:30]([N:27]3[CH2:28][CH2:29][N:24]([CH3:23])[CH2:25][CH2:26]3)=[CH:31][CH:32]=2)[N:7]=1)=[O:16])([CH3:21])([CH3:20])[CH3:19]. The yield is 0.370. (4) The reactants are [CH3:1][N:2]1[CH2:7][CH2:6][N:5]([C:8]2[CH:13]=[CH:12][C:11]([CH2:14][OH:15])=[C:10]([NH:16][CH:17]3[CH2:22][CH2:21][O:20][CH2:19][CH2:18]3)[CH:9]=2)[CH2:4][CH2:3]1. The catalyst is C(OCC)(=O)C.ClCCl.[O-2].[O-2].[Mn+4]. The product is [CH3:1][N:2]1[CH2:3][CH2:4][N:5]([C:8]2[CH:13]=[CH:12][C:11]([CH:14]=[O:15])=[C:10]([NH:16][CH:17]3[CH2:22][CH2:21][O:20][CH2:19][CH2:18]3)[CH:9]=2)[CH2:6][CH2:7]1. The yield is -0.503. (5) The reactants are Br[C:2]1[CH:7]=[CH:6][CH:5]=[C:4]([CH:8]2[CH2:11][CH:10]([CH2:12][CH2:13][O:14][CH3:15])[CH2:9]2)[CH:3]=1.[CH:16]([Si:19]([C:26]#[CH:27])([CH:23]([CH3:25])[CH3:24])[CH:20]([CH3:22])[CH3:21])([CH3:18])[CH3:17].C(N(CC)CC)C. The catalyst is [Cu](I)I.C1C=CC([P]([Pd]([P](C2C=CC=CC=2)(C2C=CC=CC=2)C2C=CC=CC=2)([P](C2C=CC=CC=2)(C2C=CC=CC=2)C2C=CC=CC=2)[P](C2C=CC=CC=2)(C2C=CC=CC=2)C2C=CC=CC=2)(C2C=CC=CC=2)C2C=CC=CC=2)=CC=1. The product is [CH3:15][O:14][CH2:13][CH2:12][CH:10]1[CH2:11][CH:8]([C:4]2[CH:3]=[C:2]([C:27]#[C:26][Si:19]([CH:16]([CH3:18])[CH3:17])([CH:23]([CH3:25])[CH3:24])[CH:20]([CH3:22])[CH3:21])[CH:7]=[CH:6][CH:5]=2)[CH2:9]1. The yield is 0.800. (6) The reactants are [S:1]1[C:5]2[C:6](=[O:9])[NH:7][CH2:8][C:4]=2[CH:3]=[CH:2]1.[Br:10]Br. The catalyst is C(O)(=O)C.O. The product is [Br:10][C:2]1[S:1][C:5]2[C:6](=[O:9])[NH:7][CH2:8][C:4]=2[CH:3]=1. The yield is 0.830. (7) The reactants are Br[C:2]1[CH:3]=[C:4]2[C:9](=[CH:10][CH:11]=1)[C:8](=[O:12])[CH2:7][CH2:6][CH2:5]2.[F:13][C:14]1[CH:19]=[CH:18][C:17]([OH:20])=[C:16]([CH3:21])[CH:15]=1.N1C=CC=CC=1CC(C)=O.C([O-])([O-])=O.[Cs+].[Cs+]. The catalyst is CS(C)=O.O. The product is [F:13][C:14]1[CH:19]=[CH:18][C:17]([O:20][C:2]2[CH:3]=[C:4]3[C:9](=[CH:10][CH:11]=2)[C:8](=[O:12])[CH2:7][CH2:6][CH2:5]3)=[C:16]([CH3:21])[CH:15]=1. The yield is 0.950.